From a dataset of NCI-60 drug combinations with 297,098 pairs across 59 cell lines. Regression. Given two drug SMILES strings and cell line genomic features, predict the synergy score measuring deviation from expected non-interaction effect. (1) Drug 1: CCC1=C2CN3C(=CC4=C(C3=O)COC(=O)C4(CC)O)C2=NC5=C1C=C(C=C5)O. Drug 2: CC(C)(C#N)C1=CC(=CC(=C1)CN2C=NC=N2)C(C)(C)C#N. Cell line: NCI-H522. Synergy scores: CSS=22.4, Synergy_ZIP=-6.63, Synergy_Bliss=1.72, Synergy_Loewe=-13.6, Synergy_HSA=1.97. (2) Drug 1: C1=CC(=CC=C1CCC2=CNC3=C2C(=O)NC(=N3)N)C(=O)NC(CCC(=O)O)C(=O)O. Drug 2: CC1C(C(CC(O1)OC2CC(CC3=C2C(=C4C(=C3O)C(=O)C5=C(C4=O)C(=CC=C5)OC)O)(C(=O)CO)O)N)O.Cl. Cell line: RPMI-8226. Synergy scores: CSS=51.3, Synergy_ZIP=-0.841, Synergy_Bliss=-7.36, Synergy_Loewe=14.2, Synergy_HSA=0.371. (3) Drug 1: CS(=O)(=O)C1=CC(=C(C=C1)C(=O)NC2=CC(=C(C=C2)Cl)C3=CC=CC=N3)Cl. Drug 2: CC1=C(C=C(C=C1)NC2=NC=CC(=N2)N(C)C3=CC4=NN(C(=C4C=C3)C)C)S(=O)(=O)N.Cl. Cell line: NCI-H322M. Synergy scores: CSS=1.18, Synergy_ZIP=0.610, Synergy_Bliss=3.55, Synergy_Loewe=0.120, Synergy_HSA=0.942. (4) Drug 1: CC(C1=C(C=CC(=C1Cl)F)Cl)OC2=C(N=CC(=C2)C3=CN(N=C3)C4CCNCC4)N. Drug 2: C1=CC(=CC=C1C#N)C(C2=CC=C(C=C2)C#N)N3C=NC=N3. Cell line: HL-60(TB). Synergy scores: CSS=20.2, Synergy_ZIP=9.80, Synergy_Bliss=13.2, Synergy_Loewe=-0.975, Synergy_HSA=8.33. (5) Drug 1: C1CN1P(=S)(N2CC2)N3CC3. Drug 2: CCC1=C2CN3C(=CC4=C(C3=O)COC(=O)C4(CC)O)C2=NC5=C1C=C(C=C5)O. Cell line: A498. Synergy scores: CSS=20.8, Synergy_ZIP=-7.12, Synergy_Bliss=1.22, Synergy_Loewe=-40.5, Synergy_HSA=1.93.